Dataset: Forward reaction prediction with 1.9M reactions from USPTO patents (1976-2016). Task: Predict the product of the given reaction. (1) The product is: [Si:14]([O:3][CH2:2][CH2:1][OH:4])([C:10]([CH3:13])([CH3:12])[CH3:11])([CH3:17])[CH3:16]. Given the reactants [CH2:1]([OH:4])[CH2:2][OH:3].N1C=CN=C1.[C:10]([Si:14]([CH3:17])([CH3:16])Cl)([CH3:13])([CH3:12])[CH3:11], predict the reaction product. (2) Given the reactants [CH:1]1([CH:4]([OH:16])[CH2:5][CH2:6][C:7]2[CH:12]=[CH:11][CH:10]=[CH:9][C:8]=2[N+:13]([O-:15])=[O:14])[CH2:3][CH2:2]1.C(N(CC)CC)C.[CH3:24][S:25](Cl)(=[O:27])=[O:26], predict the reaction product. The product is: [CH3:24][S:25]([O:16][CH:4]([CH:1]1[CH2:3][CH2:2]1)[CH2:5][CH2:6][C:7]1[CH:12]=[CH:11][CH:10]=[CH:9][C:8]=1[N+:13]([O-:15])=[O:14])(=[O:27])=[O:26]. (3) The product is: [OH:1][C:2]1[CH:7]=[CH:6][CH:5]=[CH:4][C:3]=1[C:8]1[N:13]=[C:12]([C:11]2[CH:15]=[CH:16][CH:17]=[CH:18][C:10]=2[OH:9])[N:36]([C:33]2[CH:34]=[CH:35][C:30]([N+:27]([O-:29])=[O:28])=[CH:31][CH:32]=2)[N:37]=1. Given the reactants [OH:1][C:2]1[CH:7]=[CH:6][CH:5]=[CH:4][C:3]=1[C:8]1[O:9][C:10]2[CH:18]=[CH:17][CH:16]=[CH:15][C:11]=2[C:12](=O)[N:13]=1.C(N(CC)CC)C.Cl.[N+:27]([C:30]1[CH:35]=[CH:34][C:33]([NH:36][NH2:37])=[CH:32][CH:31]=1)([O-:29])=[O:28], predict the reaction product. (4) Given the reactants [O:1]1[C:6]2[CH:7]=[CH:8][C:9]([C:11]3[C:12]([C:19]4[CH:23]=[CH:22][S:21][CH:20]=4)=[N:13][N:14]([CH3:18])[C:15]=3[CH:16]=[O:17])=[CH:10][C:5]=2[CH2:4][CH2:3][CH2:2]1.C[Si](C#N)(C)C.[Na].[C:31](Cl)(=[O:33])C.[CH3:35][OH:36], predict the reaction product. The product is: [O:1]1[C:6]2[CH:7]=[CH:8][C:9]([C:11]3[C:12]([C:19]4[CH:23]=[CH:22][S:21][CH:20]=4)=[N:13][N:14]([CH3:18])[C:15]=3[CH:16]([OH:17])[C:35]([O:33][CH3:31])=[O:36])=[CH:10][C:5]=2[CH2:4][CH2:3][CH2:2]1. (5) The product is: [CH2:1]([O:8][C:9]1[C:17]2[N:16]=[C:15]([CH3:18])[N:14]([S:29]([C:26]3[CH:27]=[CH:28][C:23]([CH3:22])=[CH:24][CH:25]=3)(=[O:31])=[O:30])[C:13]=2[CH:12]=[C:11]([Br:19])[CH:10]=1)[C:2]1[CH:3]=[CH:4][CH:5]=[CH:6][CH:7]=1. Given the reactants [CH2:1]([O:8][C:9]1[C:17]2[N:16]=[C:15]([CH3:18])[NH:14][C:13]=2[CH:12]=[C:11]([Br:19])[CH:10]=1)[C:2]1[CH:7]=[CH:6][CH:5]=[CH:4][CH:3]=1.[H-].[Na+].[CH3:22][C:23]1[CH:28]=[CH:27][C:26]([S:29](Cl)(=[O:31])=[O:30])=[CH:25][CH:24]=1, predict the reaction product. (6) Given the reactants [OH:1][C:2]1[CH:3]=[CH:4][C:5]2[S:10][C:9]([C:11]3[CH:16]=[CH:15][CH:14]=[CH:13][N:12]=3)=[N:8][C:7](=[O:17])[C:6]=2[CH:18]=1.Br[CH2:20][CH2:21][CH2:22][CH2:23][CH2:24][CH2:25][OH:26].C(=O)([O-])[O-].[K+].[K+].CN(C=O)C, predict the reaction product. The product is: [OH:26][CH2:25][CH2:24][CH2:23][CH2:22][CH2:21][CH2:20][O:1][C:2]1[CH:3]=[CH:4][C:5]2[S:10][C:9]([C:11]3[CH:16]=[CH:15][CH:14]=[CH:13][N:12]=3)=[N:8][C:7](=[O:17])[C:6]=2[CH:18]=1. (7) Given the reactants [CH:1](NC(C)C)(C)C.C([Li])CCC.[Li+].CC([N-]C(C)C)C.[Cl:21][C:22]1[CH:29]=[C:28]([F:30])[CH:27]=[CH:26][C:23]=1[C:24]#[N:25].IC.[Cl-].[NH4+], predict the reaction product. The product is: [Cl:21][C:22]1[C:29]([CH3:1])=[C:28]([F:30])[CH:27]=[CH:26][C:23]=1[C:24]#[N:25]. (8) Given the reactants [NH2:1][CH2:2][C:3]1([OH:14])[CH2:8][CH2:7][N:6]([C:9]([O:11][CH2:12][CH3:13])=[O:10])[CH2:5][CH2:4]1.C(N(CC)CC)C.Cl[C:23]1[C:32]2[C:27](=[CH:28][CH:29]=[CH:30][CH:31]=2)[N:26]=[CH:25][C:24]=1[N+:33]([O-:35])=[O:34], predict the reaction product. The product is: [OH:14][C:3]1([CH2:2][NH:1][C:23]2[C:32]3[C:27](=[CH:28][CH:29]=[CH:30][CH:31]=3)[N:26]=[CH:25][C:24]=2[N+:33]([O-:35])=[O:34])[CH2:4][CH2:5][N:6]([C:9]([O:11][CH2:12][CH3:13])=[O:10])[CH2:7][CH2:8]1.